This data is from Catalyst prediction with 721,799 reactions and 888 catalyst types from USPTO. The task is: Predict which catalyst facilitates the given reaction. (1) Reactant: [H-].[Na+].[N+:3]([C:6]1[CH:11]=[CH:10][N:9]=[C:8]([NH2:12])[CH:7]=1)([O-:5])=[O:4].[Cl:13][C:14]1[N:19]=[C:18](Cl)[C:17]([Cl:21])=[CH:16][N:15]=1. Product: [Cl:13][C:14]1[N:19]=[C:18]([NH:12][C:8]2[CH:7]=[C:6]([N+:3]([O-:5])=[O:4])[CH:11]=[CH:10][N:9]=2)[C:17]([Cl:21])=[CH:16][N:15]=1. The catalyst class is: 3. (2) Reactant: [F:1][C:2]1[C:7]2[O:8][CH2:9][CH2:10][O:11][C:6]=2[CH:5]=[C:4]([C:12]2[C:13]([CH3:18])=[N:14][NH:15][C:16]=2[NH2:17])[CH:3]=1.[Cl:19][C:20]1[C:21]([OH:29])=[CH:22][C:23]([F:28])=[C:24]([CH:27]=1)[CH:25]=O. Product: [Cl:19][C:20]1[CH:27]=[C:24]([C:25]2[C:3]3[C:2]([F:1])=[C:7]4[O:8][CH2:9][CH2:10][O:11][C:6]4=[CH:5][C:4]=3[C:12]3[C:13]([CH3:18])=[N:14][NH:15][C:16]=3[N:17]=2)[C:23]([F:28])=[CH:22][C:21]=1[OH:29]. The catalyst class is: 67. (3) Reactant: [NH2:1][CH2:2][C:3]1[C:4]([F:22])=[C:5]([O:10][C:11]2[CH:12]=[C:13]([CH:16]=[C:17]([CH:19]([CH3:21])[CH3:20])[CH:18]=2)[C:14]#[N:15])[C:6]([Cl:9])=[CH:7][CH:8]=1.[Cl:23][C:24]1[N:25]=[CH:26][NH:27][C:28]=1[C:29](O)=[O:30].CCN(C(C)C)C(C)C.CN(C(ON1N=NC2C=CC=NC1=2)=[N+](C)C)C.F[P-](F)(F)(F)(F)F. Product: [Cl:23][C:24]1[N:25]=[CH:26][NH:27][C:28]=1[C:29]([NH:1][CH2:2][C:3]1[CH:8]=[CH:7][C:6]([Cl:9])=[C:5]([O:10][C:11]2[CH:18]=[C:17]([CH:19]([CH3:20])[CH3:21])[CH:16]=[C:13]([C:14]#[N:15])[CH:12]=2)[C:4]=1[F:22])=[O:30]. The catalyst class is: 1.